This data is from Catalyst prediction with 721,799 reactions and 888 catalyst types from USPTO. The task is: Predict which catalyst facilitates the given reaction. (1) Reactant: [C:1]([C:5]1[CH:10]=[CH:9][C:8]([C:11]([C:13]2[C:14]([Cl:19])=[N:15][CH:16]=[CH:17][CH:18]=2)=O)=[CH:7][CH:6]=1)([CH3:4])([CH3:3])[CH3:2].[NH2:20][CH2:21][CH2:22][OH:23]. Product: [C:1]([C:5]1[CH:10]=[CH:9][C:8](/[C:11](=[N:20]\[CH2:21][CH2:22][OH:23])/[C:13]2[C:14]([Cl:19])=[N:15][CH:16]=[CH:17][CH:18]=2)=[CH:7][CH:6]=1)([CH3:4])([CH3:3])[CH3:2]. The catalyst class is: 8. (2) Reactant: [CH2:1]([N:8]1[CH:12]=[C:11]([C:13](OCC)=[O:14])[C:10]([CH:18]([CH2:21][CH3:22])[CH2:19][CH3:20])=[N:9]1)[C:2]1[CH:7]=[CH:6][CH:5]=[CH:4][CH:3]=1.[H-].[Al+3].[Li+].[H-].[H-].[H-].O.O.O.O.O.O.O.O.O.O.[O-]S([O-])(=O)=O.[Na+].[Na+]. Product: [CH2:1]([N:8]1[CH:12]=[C:11]([CH2:13][OH:14])[C:10]([CH:18]([CH2:21][CH3:22])[CH2:19][CH3:20])=[N:9]1)[C:2]1[CH:3]=[CH:4][CH:5]=[CH:6][CH:7]=1. The catalyst class is: 7. (3) Reactant: [NH:1]1[C:10]2[C:5](=[CH:6][CH:7]=[CH:8][N:9]=2)[CH:4]=[CH:3][C:2]1=[O:11].[H-].[Na+].Br[CH2:15][CH:16]1[O:20][CH2:19][CH2:18][O:17]1.O. Product: [O:17]1[CH2:18][CH2:19][O:20][CH:16]1[CH2:15][N:1]1[C:10]2[C:5](=[CH:6][CH:7]=[CH:8][N:9]=2)[CH:4]=[CH:3][C:2]1=[O:11]. The catalyst class is: 42. (4) Reactant: [CH2:1]([C:3]1[C:12]2[C:7](=[CH:8][CH:9]=[CH:10][CH:11]=2)[N:6]=[C:5]([OH:13])[C:4]=1[C:14]([O:16]CC1C=CC=CC=1)=[O:15])[CH3:2]. Product: [CH2:1]([C:3]1[C:12]2[C:7](=[CH:8][CH:9]=[CH:10][CH:11]=2)[N:6]=[C:5]([OH:13])[C:4]=1[C:14]([OH:16])=[O:15])[CH3:2]. The catalyst class is: 403. (5) Product: [CH2:1]([S:3]([C:6]1[CH:7]=[C:8]([C:12]2[CH:20]=[C:19]([C:21]([NH:23][CH:24]3[CH2:25][CH2:26][N:27]([CH3:30])[CH2:28][CH2:29]3)=[O:22])[C:18]([CH3:31])=[C:17]3[C:13]=2[C:14]2[CH:35]=[C:34]([CH3:36])[CH:33]=[N:32][C:15]=2[NH:16]3)[CH:9]=[CH:10][CH:11]=1)(=[O:4])=[O:5])[CH3:2].[S:37]([OH:41])([OH:40])(=[O:39])=[O:38].[CH2:1]([S:3]([C:6]1[CH:7]=[C:8]([C:12]2[CH:20]=[C:19]([C:21]([NH:23][CH:24]3[CH2:25][CH2:26][N:27]([CH3:30])[CH2:28][CH2:29]3)=[O:22])[C:18]([CH3:31])=[C:17]3[C:13]=2[C:14]2[CH:35]=[C:34]([CH3:36])[CH:33]=[N:32][C:15]=2[NH:16]3)[CH:9]=[CH:10][CH:11]=1)(=[O:4])=[O:5])[CH3:2]. Reactant: [CH2:1]([S:3]([C:6]1[CH:7]=[C:8]([C:12]2[CH:20]=[C:19]([C:21]([NH:23][CH:24]3[CH2:29][CH2:28][N:27]([CH3:30])[CH2:26][CH2:25]3)=[O:22])[C:18]([CH3:31])=[C:17]3[C:13]=2[C:14]2[CH:35]=[C:34]([CH3:36])[CH:33]=[N:32][C:15]=2[NH:16]3)[CH:9]=[CH:10][CH:11]=1)(=[O:5])=[O:4])[CH3:2].[S:37](=[O:41])(=[O:40])([OH:39])[OH:38]. The catalyst class is: 47. (6) Reactant: [NH2:1][C:2]([C:4]1[C:5]([NH:19][C:20]2[CH:25]=[CH:24][C:23]([I:26])=[CH:22][C:21]=2[F:27])=[CH:6][C:7](=[O:18])[N:8]([CH2:10][C:11]([O:13]C(C)(C)C)=[O:12])[CH:9]=1)=[O:3]. Product: [NH2:1][C:2]([C:4]1[C:5]([NH:19][C:20]2[CH:25]=[CH:24][C:23]([I:26])=[CH:22][C:21]=2[F:27])=[CH:6][C:7](=[O:18])[N:8]([CH2:10][C:11]([OH:13])=[O:12])[CH:9]=1)=[O:3]. The catalyst class is: 557. (7) Reactant: FC(F)(F)C(O)=O.[C:8]([C:10]1[CH:35]=[CH:34][C:13]([O:14][CH2:15][C:16]([N:18]2[CH2:33][CH2:32][C:21]3([CH2:24][N:23](C(OC(C)(C)C)=O)[CH2:22]3)[CH2:20][CH2:19]2)=[O:17])=[C:12]([CH:36]([CH3:38])[CH3:37])[CH:11]=1)#[N:9].C(=O)([O-])O.[Na+]. Product: [CH:36]([C:12]1[CH:11]=[C:10]([CH:35]=[CH:34][C:13]=1[O:14][CH2:15][C:16](=[O:17])[N:18]1[CH2:33][CH2:32][C:21]2([CH2:22][NH:23][CH2:24]2)[CH2:20][CH2:19]1)[C:8]#[N:9])([CH3:38])[CH3:37]. The catalyst class is: 4.